This data is from Forward reaction prediction with 1.9M reactions from USPTO patents (1976-2016). The task is: Predict the product of the given reaction. (1) Given the reactants Br[C:2]1[N:10]2[C:5]([CH:6]=[N:7][C:8]([NH:11][C:12]3[CH:17]=[CH:16][C:15]([N:18]4[CH2:23][CH2:22][N:21]([CH3:24])[CH2:20][CH2:19]4)=[CH:14][C:13]=3[O:25][CH3:26])=[N:9]2)=[CH:4][CH:3]=1.[CH3:27][O:28][C:29]1C=[C:33]([N:35]2CCN(C)CC2)[CH:32]=[CH:31][C:30]=1N.BrC1N2C(C=NC(S(C)=O)=N2)=CC=1.CN1CCCC1=O, predict the reaction product. The product is: [CH3:26][O:25][C:13]1[CH:14]=[C:15]([N:18]2[CH2:23][CH2:22][N:21]([CH3:24])[CH2:20][CH2:19]2)[CH:16]=[CH:17][C:12]=1[NH:11][C:8]1[N:7]=[CH:6][C:5]2=[CH:4][CH:3]=[C:2]([C:32]3[CH:33]=[N:35][C:29]([O:28][CH3:27])=[CH:30][CH:31]=3)[N:10]2[N:9]=1. (2) Given the reactants [CH2:1]([N:8]([C@H:39]([CH:41]1[CH2:43][CH2:42]1)[CH3:40])[C:9](=[O:38])[CH2:10][N:11]1[C:35](=[O:36])[C:14]2([C:22]3[C:17](=[CH:18][C:19]([O:23][CH:24]4[CH2:27][N:26](C(OC(C)(C)C)=O)[CH2:25]4)=[CH:20][CH:21]=3)[CH2:16][CH2:15]2)[NH:13][C:12]1=[O:37])[C:2]1[CH:7]=[CH:6][CH:5]=[CH:4][CH:3]=1.C(O)(C(F)(F)F)=O, predict the reaction product. The product is: [NH:26]1[CH2:27][CH:24]([O:23][C:19]2[CH:18]=[C:17]3[C:22](=[CH:21][CH:20]=2)[C:14]2([C:35](=[O:36])[N:11]([CH2:10][C:9]([N:8]([CH2:1][C:2]4[CH:7]=[CH:6][CH:5]=[CH:4][CH:3]=4)[C@H:39]([CH:41]4[CH2:43][CH2:42]4)[CH3:40])=[O:38])[C:12](=[O:37])[NH:13]2)[CH2:15][CH2:16]3)[CH2:25]1. (3) Given the reactants [Br:1][C:2]1[C:11]([F:12])=[CH:10][C:5]2[NH:6][C:7](=[O:9])[O:8][C:4]=2[CH:3]=1.[C:13](=O)([O-])[O-].[K+].[K+].CI, predict the reaction product. The product is: [Br:1][C:2]1[C:11]([F:12])=[CH:10][C:5]2[N:6]([CH3:13])[C:7](=[O:9])[O:8][C:4]=2[CH:3]=1.